This data is from Retrosynthesis with 50K atom-mapped reactions and 10 reaction types from USPTO. The task is: Predict the reactants needed to synthesize the given product. (1) The reactants are: Cc1cnn(C)c1B1OC(C)(C)C(C)(C)O1.O=c1[nH]c2ccc(Br)c3c2n1C(c1ccccn1)CO3. Given the product Cc1cnn(C)c1-c1ccc2[nH]c(=O)n3c2c1OCC3c1ccccn1, predict the reactants needed to synthesize it. (2) The reactants are: C1CCNC1.COC(=O)c1ccc2[nH]c(C=O)cc2c1. Given the product CC(=O)O, predict the reactants needed to synthesize it. (3) Given the product OCc1ccc(Oc2ccccc2)cc1, predict the reactants needed to synthesize it. The reactants are: O=Cc1ccc(Oc2ccccc2)cc1. (4) Given the product Cc1cc(CN(CC(=O)Nc2ccc(Cl)cc2Cl)C2CCCCC2)ccc1OCC(=O)OC(C)(C)C, predict the reactants needed to synthesize it. The reactants are: Cc1cc(CNC2CCCCC2)ccc1OCC(=O)OC(C)(C)C.O=C(CBr)Nc1ccc(Cl)cc1Cl. (5) Given the product O=C(O)c1[nH]cnc1Br, predict the reactants needed to synthesize it. The reactants are: COC(=O)c1[nH]cnc1Br. (6) Given the product COC(=O)c1ccc(NC(=O)OC(C)(C)C)c(N)c1, predict the reactants needed to synthesize it. The reactants are: COC(=O)c1ccc(NC(=O)OC(C)(C)C)c([N+](=O)[O-])c1.